Task: Predict the reaction yield, written as a fraction of the theoretical maximum amount of product (1.0 means a 100% yield; for example, 0.34 means a 34% yield).. Dataset: Reaction yield outcomes from USPTO patents with 853,638 reactions (1) The reactants are Br[C:2]1[CH:7]=[C:6]([CH3:8])[C:5]([NH:9][C:10]([NH:12][C:13]2[CH:14]=[C:15]([C:34]3[CH:39]=[CH:38][CH:37]=[C:36]([F:40])[CH:35]=3)[CH:16]=[CH:17][C:18]=2[C:19]([NH:21][C@H:22]([C:30]([O:32][CH3:33])=[O:31])[C@@H:23]([CH3:29])[O:24][C:25]([CH3:28])([CH3:27])[CH3:26])=[O:20])=[O:11])=[C:4]([CH3:41])[CH:3]=1.[CH2:42]([Sn](CCCC)(CCCC)CCCC)[CH:43]=[CH2:44].O.C(OCC)(=O)C. The catalyst is CC#N. The product is [CH3:26][C:25]([O:24][C@H:23]([CH3:29])[C@@H:22]([C:30]([O:32][CH3:33])=[O:31])[NH:21][C:19]([C:18]1[CH:17]=[CH:16][C:15]([C:34]2[CH:39]=[CH:38][CH:37]=[C:36]([F:40])[CH:35]=2)=[CH:14][C:13]=1[NH:12][C:10]([NH:9][C:5]1[C:6]([CH3:8])=[CH:7][C:2]([CH2:44][CH:43]=[CH2:42])=[CH:3][C:4]=1[CH3:41])=[O:11])=[O:20])([CH3:28])[CH3:27]. The yield is 0.220. (2) The reactants are Cl[CH2:2][C:3]1[CH:4]=[C:5]2[C:10](=[C:11]([S:13]([CH3:16])(=[O:15])=[O:14])[CH:12]=1)[N:9]=[CH:8][C:7]([CH3:17])=[CH:6]2.C[Sn](C)(C)[C:20]1[CH:21]=[C:22]([CH:27]=[CH:28][N:29]=1)[C:23]([O:25][CH3:26])=[O:24]. The catalyst is O1CCOCC1.Cl[Pd](Cl)([P](C1C=CC=CC=1)(C1C=CC=CC=1)C1C=CC=CC=1)[P](C1C=CC=CC=1)(C1C=CC=CC=1)C1C=CC=CC=1. The product is [CH3:17][C:7]1[CH:8]=[N:9][C:10]2[C:5]([CH:6]=1)=[CH:4][C:3]([CH2:2][C:20]1[CH:21]=[C:22]([CH:27]=[CH:28][N:29]=1)[C:23]([O:25][CH3:26])=[O:24])=[CH:12][C:11]=2[S:13]([CH3:16])(=[O:15])=[O:14]. The yield is 0.550. (3) The reactants are [N-:1]=[N+:2]=[N-:3].[Na+].[CH3:5][O:6][C:7]([C:9]1[CH:10]=[C:11]([C:22]2[CH:27]=[CH:26][C:25]([CH3:28])=[CH:24][CH:23]=2)[CH:12]=[C:13](/[N:15]=[C:16](\Cl)/[C:17]([F:20])([F:19])[F:18])[CH:14]=1)=[O:8]. The catalyst is C(#N)C. The product is [CH3:5][O:6][C:7]([C:9]1[CH:10]=[C:11]([C:22]2[CH:27]=[CH:26][C:25]([CH3:28])=[CH:24][CH:23]=2)[CH:12]=[C:13]([N:15]2[C:16]([C:17]([F:20])([F:19])[F:18])=[N:3][N:2]=[N:1]2)[CH:14]=1)=[O:8]. The yield is 0.990. (4) The reactants are [C:1]1([NH:7][CH2:8][CH2:9][OH:10])[CH:6]=[CH:5][CH:4]=[CH:3][CH:2]=1.[CH3:11][C:12]([O:15][C:16](O[C:16]([O:15][C:12]([CH3:14])([CH3:13])[CH3:11])=[O:17])=[O:17])([CH3:14])[CH3:13]. The catalyst is C1COCC1. The product is [OH:10][CH2:9][CH2:8][N:7]([C:1]1[CH:6]=[CH:5][CH:4]=[CH:3][CH:2]=1)[C:16](=[O:17])[O:15][C:12]([CH3:14])([CH3:13])[CH3:11]. The yield is 0.880.